From a dataset of Full USPTO retrosynthesis dataset with 1.9M reactions from patents (1976-2016). Predict the reactants needed to synthesize the given product. (1) Given the product [OH:34][C@@:27]1([C:25]#[C:26][C:2]2[CH:3]=[C:4]([N:12]3[C:16]4=[N:17][CH:18]=[CH:19][CH:20]=[C:15]4[C:14]([C:21]([O:23][CH3:24])=[O:22])=[N:13]3)[CH:5]=[C:6]([C:8]([F:11])([F:10])[F:9])[CH:7]=2)[CH2:31][CH2:30][N:29]([CH3:32])[C:28]1=[O:33], predict the reactants needed to synthesize it. The reactants are: Br[C:2]1[CH:3]=[C:4]([N:12]2[C:16]3=[N:17][CH:18]=[CH:19][CH:20]=[C:15]3[C:14]([C:21]([O:23][CH3:24])=[O:22])=[N:13]2)[CH:5]=[C:6]([C:8]([F:11])([F:10])[F:9])[CH:7]=1.[C:25]([C@:27]1([OH:34])[CH2:31][CH2:30][N:29]([CH3:32])[C:28]1=[O:33])#[CH:26]. (2) Given the product [CH2:1]([N:3]1[C:7](=[NH:8])/[C:6](=[CH:9]/[C:10]2[CH:15]=[CH:14][C:13]([O:16][CH2:17][C:18]3[CH:19]=[CH:20][C:21]([O:24][CH3:25])=[CH:22][CH:23]=3)=[C:12]([O:26][CH3:27])[CH:11]=2)/[N:5]([CH3:29])[C:4]1=[O:28])[CH3:2], predict the reactants needed to synthesize it. The reactants are: [CH2:1]([N:3]1[C:7](=[NH:8])/[C:6](=[CH:9]/[C:10]2[CH:15]=[CH:14][C:13]([O:16][CH2:17][C:18]3[CH:23]=[CH:22][C:21]([O:24][CH3:25])=[CH:20][CH:19]=3)=[C:12]([O:26][CH3:27])[CH:11]=2)/[NH:5][C:4]1=[O:28])[CH3:2].[C:29](=O)([O-])[O-].[K+].[K+].IC.O. (3) Given the product [OH:6][CH:4]1[CH2:5][N:2]([C:19]([O:21][CH2:22][C:23]2[CH:28]=[CH:27][CH:26]=[CH:25][CH:24]=2)=[O:20])[CH2:3]1, predict the reactants needed to synthesize it. The reactants are: Cl.[NH:2]1[CH2:5][CH:4]([OH:6])[CH2:3]1.O1CCCC1.C(=O)([O-])[O-].[K+].[K+].Cl[C:19]([O:21][CH2:22][C:23]1[CH:28]=[CH:27][CH:26]=[CH:25][CH:24]=1)=[O:20]. (4) Given the product [N+:10]([C:7]1[CH:8]=[CH:9][C:4]([CH2:3][CH2:2][N:13]2[CH2:19][CH2:18][CH2:17][CH2:16][CH2:15][CH2:14]2)=[CH:5][CH:6]=1)([O-:12])=[O:11], predict the reactants needed to synthesize it. The reactants are: Br[CH2:2][CH2:3][C:4]1[CH:9]=[CH:8][C:7]([N+:10]([O-:12])=[O:11])=[CH:6][CH:5]=1.[NH:13]1[CH2:19][CH2:18][CH2:17][CH2:16][CH2:15][CH2:14]1.C(=O)([O-])[O-].[K+].[K+]. (5) The reactants are: [F:1][C:2]1[CH:3]=[C:4]2[C:8](=[CH:9][CH:10]=1)[NH:7][C:6]([CH3:11])=[CH:5]2.Cl[C:13]1[C:17]2[CH:18]=[CH:19][CH:20]=[CH:21][C:16]=2[S:15][N:14]=1. Given the product [F:1][C:2]1[CH:3]=[C:4]2[C:8](=[CH:9][CH:10]=1)[NH:7][C:6]([CH3:11])=[C:5]2[C:13]1[C:17]2[CH:18]=[CH:19][CH:20]=[CH:21][C:16]=2[S:15][N:14]=1, predict the reactants needed to synthesize it. (6) Given the product [C:13]([O:16][C:17]([NH:1][C@H:2]([C:7]([OH:9])=[O:8])[C:3]([CH3:6])([CH3:5])[CH3:4])=[O:18])([CH3:15])([CH3:14])[CH3:12], predict the reactants needed to synthesize it. The reactants are: [NH2:1][C@H:2]([C:7]([OH:9])=[O:8])[C:3]([CH3:6])([CH3:5])[CH3:4].[OH-].[Na+].[CH3:12][C:13]([O:16][C:17](O[C:17]([O:16][C:13]([CH3:15])([CH3:14])[CH3:12])=[O:18])=[O:18])([CH3:15])[CH3:14]. (7) Given the product [CH3:31][C:26]1[CH:27]=[C:28]([CH3:30])[N:29]=[C:24]([N:3]2[CH2:4][CH2:5][C@H:6]3[C@H:1]([N:8]([C:9]([C:11]4[CH:16]=[CH:15][CH:14]=[CH:13][C:12]=4[C:17]4[O:21][N:20]=[C:19]([CH3:22])[N:18]=4)=[O:10])[CH2:7]3)[CH2:2]2)[N:25]=1, predict the reactants needed to synthesize it. The reactants are: [C@H:1]12[N:8]([C:9]([C:11]3[CH:16]=[CH:15][CH:14]=[CH:13][C:12]=3[C:17]3[O:21][N:20]=[C:19]([CH3:22])[N:18]=3)=[O:10])[CH2:7][C@H:6]1[CH2:5][CH2:4][NH:3][CH2:2]2.Cl[C:24]1[N:29]=[C:28]([CH3:30])[CH:27]=[C:26]([CH3:31])[N:25]=1.CCN(C(C)C)C(C)C. (8) Given the product [C:1]([NH:9][NH:10][C:13](=[S:14])[NH:12][CH3:11])(=[O:8])[C:2]1[CH:7]=[CH:6][N:5]=[CH:4][CH:3]=1, predict the reactants needed to synthesize it. The reactants are: [C:1]([NH:9][NH2:10])(=[O:8])[C:2]1[CH:7]=[CH:6][N:5]=[CH:4][CH:3]=1.[CH3:11][N:12]=[C:13]=[S:14]. (9) Given the product [CH2:51]([N:53]1[CH2:58][CH2:57][N:56]([C:2]2[CH:3]=[C:4]([NH:8][C:9]([N:11]3[C:15]4[N:16]=[C:17]([N:45]5[CH2:50][CH2:49][O:48][CH2:47][CH2:46]5)[N:18]=[C:19]([C:20]5[CH:21]=[N:22][C:23]([N:26]([CH2:36][C:37]6[CH:42]=[CH:41][C:40]([O:43][CH3:44])=[CH:39][CH:38]=6)[CH2:27][C:28]6[CH:33]=[CH:32][C:31]([O:34][CH3:35])=[CH:30][CH:29]=6)=[N:24][CH:25]=5)[C:14]=4[CH2:13][CH2:12]3)=[O:10])[CH:5]=[CH:6][CH:7]=2)[CH2:55][CH2:54]1)[CH3:52], predict the reactants needed to synthesize it. The reactants are: I[C:2]1[CH:3]=[C:4]([NH:8][C:9]([N:11]2[C:15]3[N:16]=[C:17]([N:45]4[CH2:50][CH2:49][O:48][CH2:47][CH2:46]4)[N:18]=[C:19]([C:20]4[CH:21]=[N:22][C:23]([N:26]([CH2:36][C:37]5[CH:42]=[CH:41][C:40]([O:43][CH3:44])=[CH:39][CH:38]=5)[CH2:27][C:28]5[CH:33]=[CH:32][C:31]([O:34][CH3:35])=[CH:30][CH:29]=5)=[N:24][CH:25]=4)[C:14]=3[CH2:13][CH2:12]2)=[O:10])[CH:5]=[CH:6][CH:7]=1.[CH2:51]([N:53]1[CH2:58][CH2:57][NH:56][CH2:55][CH2:54]1)[CH3:52].COC1C=CC=C(OC)C=1C1C=CC=CC=1P(C1CCCCC1)C1CCCCC1.P([O-])([O-])([O-])=O.[K+].[K+].[K+]. (10) Given the product [F:26][C:27]1[CH:28]=[C:29]([CH2:33][CH2:34][N:35]2[C:12](=[O:13])[C:7]3[C:8](=[CH:24][CH:25]=[C:5]([NH:4][C:1](=[O:3])[CH3:2])[CH:6]=3)[N:9]=[C:10]2[C:14]2[CH:19]=[CH:18][CH:17]=[CH:16][C:15]=2[OH:20])[CH:30]=[CH:31][CH:32]=1, predict the reactants needed to synthesize it. The reactants are: [C:1]([NH:4][C:5]1[CH:25]=[CH:24][C:8]2[N:9]=[C:10]([C:14]3[CH:19]=[CH:18][CH:17]=[CH:16][C:15]=3[O:20]C(=O)C)O[C:12](=[O:13])[C:7]=2[CH:6]=1)(=[O:3])[CH3:2].[F:26][C:27]1[CH:28]=[C:29]([CH2:33][CH2:34][NH2:35])[CH:30]=[CH:31][CH:32]=1.